From a dataset of Reaction yield outcomes from USPTO patents with 853,638 reactions. Predict the reaction yield, written as a fraction of the theoretical maximum amount of product (1.0 means a 100% yield; for example, 0.34 means a 34% yield). (1) The reactants are Br[C:2]1[CH:3]=[N:4][C:5]2[C:10]([CH:11]=1)=[CH:9][CH:8]=[CH:7][CH:6]=2.[CH3:12][O-:13].[Na+]. The catalyst is CN(C=O)C. The product is [CH3:12][O:13][C:2]1[CH:3]=[N:4][C:5]2[C:10]([CH:11]=1)=[CH:9][CH:8]=[CH:7][CH:6]=2. The yield is 0.0600. (2) The reactants are [CH3:1][O:2][C:3](=[O:22])[CH2:4][CH:5]([NH2:21])[C:6]1[CH:11]=[CH:10][C:9]([O:12][CH:13]([F:15])[F:14])=[C:8]([O:16][CH2:17][CH:18]2[CH2:20][CH2:19]2)[CH:7]=1.C(N(CC)CC)C.C([O:32][C:33](=O)[C:34]1[C:39]([N+:40]([O-:42])=[O:41])=[CH:38][CH:37]=[CH:36][C:35]=1[CH2:43]Br)C. The catalyst is CN(C=O)C. The product is [CH3:1][O:2][C:3](=[O:22])[CH2:4][CH:5]([C:6]1[CH:11]=[CH:10][C:9]([O:12][CH:13]([F:14])[F:15])=[C:8]([O:16][CH2:17][CH:18]2[CH2:19][CH2:20]2)[CH:7]=1)[N:21]1[CH2:43][C:35]2[C:34](=[C:39]([N+:40]([O-:42])=[O:41])[CH:38]=[CH:37][CH:36]=2)[C:33]1=[O:32]. The yield is 0.750. (3) The reactants are [NH:1]1[C:5]2[CH:6]=[CH:7][CH:8]=[CH:9][C:4]=2[N:3]=[C:2]1[C:10]([C:12]1[CH:32]=[CH:31][C:15]([O:16][C:17]2[C:18]([C:23]3[CH2:28][CH2:27][N:26]([CH3:29])[C:25](=[O:30])[CH:24]=3)=[N:19][CH:20]=[CH:21][N:22]=2)=[CH:14][CH:13]=1)=[O:11]. The catalyst is [Pd].CCO.O1CCOCC1. The product is [NH:1]1[C:5]2[CH:6]=[CH:7][CH:8]=[CH:9][C:4]=2[N:3]=[C:2]1[C:10]([C:12]1[CH:13]=[CH:14][C:15]([O:16][C:17]2[C:18]([CH:23]3[CH2:28][CH2:27][N:26]([CH3:29])[C:25](=[O:30])[CH2:24]3)=[N:19][CH:20]=[CH:21][N:22]=2)=[CH:31][CH:32]=1)=[O:11]. The yield is 0.380. (4) The reactants are [Cl:1][C:2]1[CH:7]=[CH:6][C:5]([C@H:8]2[C@H:12]([N+:13]([O-])=O)[CH2:11][N:10]([CH3:16])[CH2:9]2)=[CH:4][C:3]=1[F:17].C(O)(=O)C. The catalyst is CO.[Zn]. The product is [Cl:1][C:2]1[CH:7]=[CH:6][C:5]([C@@H:8]2[CH2:9][N:10]([CH3:16])[CH2:11][C@H:12]2[NH2:13])=[CH:4][C:3]=1[F:17]. The yield is 0.400. (5) The reactants are [Cl:1][C:2]1[N:3]=[N:4][C:5](Cl)=[CH:6][CH:7]=1.[NH:9]1[CH:13]=[CH:12][N:11]=[CH:10]1.C(N(C(C)C)CC)(C)C. The catalyst is ClC1C=CC=CC=1Cl. The product is [Cl:1][C:2]1[N:3]=[N:4][C:5]([N:9]2[CH:13]=[CH:12][N:11]=[CH:10]2)=[CH:6][CH:7]=1. The yield is 0.380. (6) The reactants are [S:1]1[CH:5]=[CH:4][N:3]=[C:2]1[CH2:6][N:7]1[C:15]2[C:10](=[CH:11][C:12]([NH:16][C:17]3[C:26]4[C:21](=[CH:22][CH:23]=[CH:24][C:25]=4[O:27][C@@H:28]([CH3:33])[C:29]([O:31]C)=O)[N:20]=[CH:19][N:18]=3)=[CH:13][CH:14]=2)[CH:9]=[N:8]1.[NH3:34]. No catalyst specified. The product is [S:1]1[CH:5]=[CH:4][N:3]=[C:2]1[CH2:6][N:7]1[C:15]2[C:10](=[CH:11][C:12]([NH:16][C:17]3[C:26]4[C:21](=[CH:22][CH:23]=[CH:24][C:25]=4[O:27][C@@H:28]([CH3:33])[C:29]([NH2:34])=[O:31])[N:20]=[CH:19][N:18]=3)=[CH:13][CH:14]=2)[CH:9]=[N:8]1. The yield is 0.890. (7) The reactants are [O:1]([C:8]1[CH:16]=[CH:15][CH:14]=[CH:13][C:9]=1[C:10]([OH:12])=O)[C:2]1[CH:7]=[CH:6][CH:5]=[CH:4][CH:3]=1.[CH3:17][C:18]1[CH:23]=[CH:22][C:21]([C:24]2[CH:29]=[CH:28][C:27]([CH2:30][NH:31][C:32]([C:34]3[N:35]([CH3:40])[CH:36]=[C:37]([NH2:39])[CH:38]=3)=[O:33])=[CH:26][CH:25]=2)=[CH:20][CH:19]=1.CN(C(ON1N=NC2C=CC=CC1=2)=[N+](C)C)C.[B-](F)(F)(F)F.C(N(C(C)C)C(C)C)C. The catalyst is CN(C)C=O.ClCCl.C(O)C. The product is [CH3:17][C:18]1[CH:19]=[CH:20][C:21]([C:24]2[CH:29]=[CH:28][C:27]([CH2:30][NH:31][C:32]([C:34]3[N:35]([CH3:40])[CH:36]=[C:37]([NH:39][C:10]([C:9]4[CH:13]=[CH:14][CH:15]=[CH:16][C:8]=4[O:1][C:2]4[CH:3]=[CH:4][CH:5]=[CH:6][CH:7]=4)=[O:12])[CH:38]=3)=[O:33])=[CH:26][CH:25]=2)=[CH:22][CH:23]=1. The yield is 1.00. (8) The reactants are [NH2:1][C:2]1[CH:3]=[CH:4][C:5]([Cl:18])=[C:6]([CH2:8][S:9][C:10]2[N:15]=[C:14]([OH:16])[CH:13]=[C:12]([CH3:17])[N:11]=2)[CH:7]=1.Cl.O1CCOCC1. The catalyst is CO. The product is [ClH:18].[NH2:1][C:2]1[CH:3]=[CH:4][C:5]([Cl:18])=[C:6]([CH2:8][S:9][C:10]2[N:15]=[C:14]([OH:16])[CH:13]=[C:12]([CH3:17])[N:11]=2)[CH:7]=1. The yield is 0.980.